Predict which catalyst facilitates the given reaction. From a dataset of Catalyst prediction with 721,799 reactions and 888 catalyst types from USPTO. (1) Reactant: [F:1][C:2]([F:36])([F:35])[C:3]1[CH:4]=[C:5]([CH:28]=[C:29]([C:31]([F:34])([F:33])[F:32])[CH:30]=1)[C:6]([N:8]1[CH2:13][CH2:12][N:11]([CH2:14][C:15]#[C:16][CH2:17][Cl:18])[CH2:10][C@H:9]1[CH2:19][C:20]1[CH:25]=[CH:24][C:23]([CH3:26])=[C:22]([CH3:27])[CH:21]=1)=[O:7].[ClH:37].[CH2:38]([C@H:40]1[CH2:45][O:44][CH2:43][CH2:42][NH:41]1)[CH3:39].C(=O)([O-])[O-].[K+].[K+].O. Product: [ClH:18].[ClH:37].[F:1][C:2]([F:36])([F:35])[C:3]1[CH:4]=[C:5]([CH:28]=[C:29]([C:31]([F:34])([F:33])[F:32])[CH:30]=1)[C:6]([N:8]1[CH2:13][CH2:12][N:11]([CH2:14][C:15]#[C:16][CH2:17][N:41]2[CH2:42][CH2:43][O:44][CH2:45][C@@H:40]2[CH2:38][CH3:39])[CH2:10][C@H:9]1[CH2:19][C:20]1[CH:25]=[CH:24][C:23]([CH3:26])=[C:22]([CH3:27])[CH:21]=1)=[O:7]. The catalyst class is: 9. (2) Reactant: [OH:1][C@@H:2]1[C@H:6]([OH:7])[C@@H:5]([CH2:8][OH:9])[O:4][C@H:3]1[N:10]1[CH:18]=[N:17][C:16]2[C:11]1=[N:12][CH:13]=[N:14][C:15]=2[NH:19][C:20](=[O:27])[C:21]1[CH:26]=[CH:25][CH:24]=[CH:23][CH:22]=1.CO[C:30](OC)([CH3:32])[CH3:31].O.C1(C)C=CC(S(O)(=O)=O)=CC=1.C(=O)(O)[O-].[Na+]. Product: [OH:9][CH2:8][C@@H:5]1[C@H:6]2[O:7][C:30]([CH3:32])([CH3:31])[O:1][C@H:2]2[C@H:3]([N:10]2[CH:18]=[N:17][C:16]3[C:11]2=[N:12][CH:13]=[N:14][C:15]=3[NH:19][C:20](=[O:27])[C:21]2[CH:22]=[CH:23][CH:24]=[CH:25][CH:26]=2)[O:4]1. The catalyst class is: 21. (3) Reactant: [Cl:1][C:2]1[CH:7]=[CH:6][C:5]([C:8]2[C:9](=[O:35])[O:10][C:11]3[C:16]([C:17]=2[CH2:18][C:19]2[CH:24]=[CH:23][C:22]([O:25][CH2:26][CH2:27][CH:28]4[CH2:33][CH2:32][CH2:31][CH2:30][NH:29]4)=[CH:21][CH:20]=2)=[CH:15][CH:14]=[C:13]([OH:34])[CH:12]=3)=[CH:4][CH:3]=1.[OH-].[NH4+].[I:38]I. Product: [Cl:1][C:2]1[CH:3]=[CH:4][C:5]([C:8]2[C:9](=[O:35])[O:10][C:11]3[C:16]([C:17]=2[CH2:18][C:19]2[CH:24]=[CH:23][C:22]([O:25][CH2:26][CH2:27][CH:28]4[CH2:33][CH2:32][CH2:31][CH2:30][NH:29]4)=[CH:21][CH:20]=2)=[CH:15][CH:14]=[C:13]([OH:34])[C:12]=3[I:38])=[CH:6][CH:7]=1. The catalyst class is: 5. (4) Reactant: [CH:1]1[C:6]([F:7])=[CH:5][C:4]([F:8])=[C:3]([C:9]([OH:22])([CH2:16][N:17]2[N:21]=[CH:20][N:19]=[CH:18]2)[CH2:10][N:11]2[N:15]=[CH:14][N:13]=[CH:12]2)[CH:2]=1.[C:35](O)(=O)[CH2:36][CH2:37][CH2:38][CH2:39][CH2:40]CC/C=C\CC[CH2:35][CH2:36][CH2:37][CH2:38][CH2:39][CH3:40]. Product: [CH:1]1[C:6]([F:7])=[CH:5][C:4]([F:8])=[C:3]([C:9]([OH:22])([CH2:10][N:11]2[N:15]=[CH:14][N:13]=[CH:12]2)[CH2:16][N:17]2[N:21]=[CH:20][N:19]=[CH:18]2)[CH:2]=1.[CH:35]1[CH:36]=[CH:37][CH:38]=[CH:39][CH:40]=1. The catalyst class is: 48. (5) Reactant: Cl.Cl.[NH2:3][C:4]1[CH:5]=[CH:6][C:7]2[S:11][C:10]([CH3:12])=[N:9][C:8]=2[CH:13]=1.[Cl:14][C:15]([O:17][C:18]1[CH:23]=[CH:22][C:21]([N+:24]([O-:26])=[O:25])=[CH:20][CH:19]=1)=[O:16]. Product: [ClH:14].[CH3:12][C:10]1[S:11][C:7]2[CH:6]=[CH:5][C:4]([NH:3][C:15](=[O:16])[O:17][C:18]3[CH:19]=[CH:20][C:21]([N+:24]([O-:26])=[O:25])=[CH:22][CH:23]=3)=[CH:13][C:8]=2[N:9]=1. The catalyst class is: 74. (6) Reactant: Cl.[C:2](Cl)(=O)[C:3]1[CH:8]=[CH:7][N:6]=[CH:5][CH:4]=1.I.[CH:12]1([NH:15][C:16](=[N:19][NH2:20])[NH:17][CH3:18])[CH2:14][CH2:13]1.O. Product: [CH:12]1([NH:15][C:16]2[N:17]([CH3:18])[C:2]([C:3]3[CH:8]=[CH:7][N:6]=[CH:5][CH:4]=3)=[N:20][N:19]=2)[CH2:14][CH2:13]1. The catalyst class is: 17.